This data is from Forward reaction prediction with 1.9M reactions from USPTO patents (1976-2016). The task is: Predict the product of the given reaction. The product is: [Cl:20][C:17]1[CH:18]=[CH:19][C:14]([CH:7]([NH:6][C:4]([CH2:3][NH:2][C:21](=[O:28])[C:22]2[CH:27]=[CH:26][N:25]=[CH:24][CH:23]=2)=[O:5])[C:8]2[CH:13]=[CH:12][CH:11]=[CH:10][CH:9]=2)=[CH:15][CH:16]=1. Given the reactants Cl.[NH2:2][CH2:3][C:4]([NH:6][CH:7]([C:14]1[CH:19]=[CH:18][C:17]([Cl:20])=[CH:16][CH:15]=1)[C:8]1[CH:13]=[CH:12][CH:11]=[CH:10][CH:9]=1)=[O:5].[C:21](O)(=[O:28])[C:22]1[CH:27]=[CH:26][N:25]=[CH:24][CH:23]=1, predict the reaction product.